From a dataset of Peptide-MHC class II binding affinity with 134,281 pairs from IEDB. Regression. Given a peptide amino acid sequence and an MHC pseudo amino acid sequence, predict their binding affinity value. This is MHC class II binding data. (1) The peptide sequence is SDYVYEPFPKRVWEQ. The MHC is DRB1_1201 with pseudo-sequence DRB1_1201. The binding affinity (normalized) is 0.0692. (2) The peptide sequence is CMTVQGGETMNSVIQ. The MHC is DRB4_0101 with pseudo-sequence DRB4_0103. The binding affinity (normalized) is 0.412. (3) The peptide sequence is AFAATANPWASQRF. The MHC is DRB1_0802 with pseudo-sequence DRB1_0802. The binding affinity (normalized) is 0.408. (4) The peptide sequence is EKKYAAATQFEPLAA. The MHC is HLA-DPA10301-DPB10402 with pseudo-sequence HLA-DPA10301-DPB10402. The binding affinity (normalized) is 0.595. (5) The peptide sequence is WYGKPTGAGPKDNGG. The MHC is HLA-DQA10501-DQB10301 with pseudo-sequence HLA-DQA10501-DQB10301. The binding affinity (normalized) is 0.552. (6) The peptide sequence is GSSIGKLFTQTMKGV. The MHC is DRB1_0401 with pseudo-sequence DRB1_0401. The binding affinity (normalized) is 0.229. (7) The peptide sequence is TRRGRVKIDEVSRMF. The MHC is DRB3_0301 with pseudo-sequence DRB3_0301. The binding affinity (normalized) is 1.00. (8) The peptide sequence is PNESYKKQVTIRIGC. The MHC is DRB1_0401 with pseudo-sequence DRB1_0401. The binding affinity (normalized) is 0.528.